From a dataset of Full USPTO retrosynthesis dataset with 1.9M reactions from patents (1976-2016). Predict the reactants needed to synthesize the given product. (1) The reactants are: [N:1]1([C:6]2[N:7]=[C:8]([C:16]3[CH:21]=[CH:20][C:19]([CH3:22])=[CH:18][CH:17]=3)[C:9]3[CH2:15][NH:14][CH2:13][CH2:12][C:10]=3[N:11]=2)[CH2:5][CH2:4][CH2:3][CH2:2]1.C=O.[BH-](OC(C)=O)(OC(C)=O)O[C:27](C)=O.[Na+]. Given the product [CH3:27][N:14]1[CH2:13][CH2:12][C:10]2[N:11]=[C:6]([N:1]3[CH2:2][CH2:3][CH2:4][CH2:5]3)[N:7]=[C:8]([C:16]3[CH:17]=[CH:18][C:19]([CH3:22])=[CH:20][CH:21]=3)[C:9]=2[CH2:15]1, predict the reactants needed to synthesize it. (2) Given the product [CH:1]([C:4]1[CH:5]=[CH:6][C:7]([NH:10][C:11](=[O:22])[O:12][C:13]2[CH:14]=[C:15]3[C:19](=[CH:20][CH:21]=2)[N:18]([CH2:29][C:28]2[CH:31]=[CH:32][C:25]([O:24][CH3:23])=[CH:26][CH:27]=2)[CH2:17][CH2:16]3)=[CH:8][CH:9]=1)([CH3:3])[CH3:2], predict the reactants needed to synthesize it. The reactants are: [CH:1]([C:4]1[CH:9]=[CH:8][C:7]([NH:10][C:11](=[O:22])[O:12][C:13]2[CH:14]=[C:15]3[C:19](=[CH:20][CH:21]=2)[NH:18][CH2:17][CH2:16]3)=[CH:6][CH:5]=1)([CH3:3])[CH3:2].[CH3:23][O:24][C:25]1[CH:32]=[CH:31][C:28]([CH:29]=O)=[CH:27][CH:26]=1.C(O)(=O)C.[Na].C([O-])(O)=O.[Na+]. (3) Given the product [F:1][C:2]1[CH:7]=[CH:6][CH:5]=[CH:4][C:3]=1[CH:8]1[CH2:13][CH2:12][NH:11][CH2:10][CH:9]1[CH2:20][N:21]([C@@H:29]([C:31]1[C:40]2[C:35](=[CH:36][CH:37]=[CH:38][CH:39]=2)[CH:34]=[CH:33][CH:32]=1)[CH3:30])[C:22](=[O:28])[O:23][C:24]([CH3:26])([CH3:25])[CH3:27], predict the reactants needed to synthesize it. The reactants are: [F:1][C:2]1[CH:7]=[CH:6][CH:5]=[CH:4][C:3]=1[CH:8]1[CH2:13][CH2:12][N:11](C(=O)C(F)(F)F)[CH2:10][CH:9]1[CH2:20][N:21]([C@@H:29]([C:31]1[C:40]2[C:35](=[CH:36][CH:37]=[CH:38][CH:39]=2)[CH:34]=[CH:33][CH:32]=1)[CH3:30])[C:22](=[O:28])[O:23][C:24]([CH3:27])([CH3:26])[CH3:25]. (4) Given the product [S:1](=[N:3][C:4]1[CH:5]=[C:6]([CH:10]=[CH:11][CH:12]=1)[C:7]([NH:32][C:16]1[C:17]([CH3:31])=[CH:18][C:19]([C:21]([F:30])([C:22]([F:23])([F:24])[F:25])[C:26]([F:27])([F:28])[F:29])=[CH:20][C:15]=1[CH2:13][CH3:14])=[O:8])=[O:2], predict the reactants needed to synthesize it. The reactants are: [S:1](=[N:3][C:4]1[CH:5]=[C:6]([CH:10]=[CH:11][CH:12]=1)[C:7](Cl)=[O:8])=[O:2].[CH2:13]([C:15]1[CH:20]=[C:19]([C:21]([F:30])([C:26]([F:29])([F:28])[F:27])[C:22]([F:25])([F:24])[F:23])[CH:18]=[C:17]([CH3:31])[C:16]=1[NH2:32])[CH3:14]. (5) Given the product [OH:1][C:2]([CH3:38])([CH3:37])[CH2:3][CH2:4][O:5][C:6]1[CH:7]=[C:8]([CH3:36])[C:9]([C:13]2[CH:18]=[CH:17][CH:16]=[C:15]([CH2:19][O:20][C:21]3[CH:22]=[C:23]4[C:27](=[CH:28][CH:29]=3)[CH:26]([CH2:30][C:31]([O-:45])=[O:32])[C:25]3([CH2:33][CH2:34]3)[CH2:24]4)[C:14]=2[CH3:35])=[C:10]([CH3:12])[CH:11]=1.[Na+:47], predict the reactants needed to synthesize it. The reactants are: [OH:1][C:2]([CH3:38])([CH3:37])[CH2:3][CH2:4][O:5][C:6]1[CH:11]=[C:10]([CH3:12])[C:9]([C:13]2[CH:18]=[CH:17][CH:16]=[C:15]([CH2:19][O:20][C:21]3[CH:22]=[C:23]4[C:27](=[CH:28][CH:29]=3)[CH:26]([CH2:30][CH:31]=[O:32])[C:25]3([CH2:34][CH2:33]3)[CH2:24]4)[C:14]=2[CH3:35])=[C:8]([CH3:36])[CH:7]=1.CC(=CC)C.Cl([O-])=[O:45].[Na+:47].P([O-])(O)(O)=O.[Na+].C(OC(C)C)(C)C. (6) Given the product [S:1]1[CH:5]=[CH:4][CH:3]=[C:2]1[S:6]([NH:9][C:10]1[CH:11]=[C:12]([O:28][C:29]([F:32])([F:31])[F:30])[CH:13]=[C:14]2[C:18]=1[NH:17][C:16]([C:19]1[S:20][CH:21]([CH2:24][C:25]([NH2:35])=[O:27])[CH2:22][N:23]=1)=[CH:15]2)(=[O:7])=[O:8], predict the reactants needed to synthesize it. The reactants are: [S:1]1[CH:5]=[CH:4][CH:3]=[C:2]1[S:6]([NH:9][C:10]1[CH:11]=[C:12]([O:28][C:29]([F:32])([F:31])[F:30])[CH:13]=[C:14]2[C:18]=1[NH:17][C:16]([C:19]1[S:20][CH:21]([CH2:24][C:25]([OH:27])=O)[CH2:22][N:23]=1)=[CH:15]2)(=[O:8])=[O:7].Cl.C[N:35](C)CCCN=C=NCC.CN(C)C=O. (7) Given the product [NH2:1][C:2]1[C:7]([C:8]([C:10]2[CH:11]=[CH:12][C:13]([O:16][CH3:17])=[CH:14][CH:15]=2)=[O:9])=[CH:6][N:5]=[C:4]([NH:39][CH:36]2[CH2:37][CH2:38][N:33]([S:30]([CH3:29])(=[O:32])=[O:31])[CH2:34][CH2:35]2)[N:3]=1, predict the reactants needed to synthesize it. The reactants are: [NH2:1][C:2]1[C:7]([C:8]([C:10]2[CH:15]=[CH:14][C:13]([O:16][CH3:17])=[CH:12][CH:11]=2)=[O:9])=[CH:6][N:5]=[C:4](S(CC)=O)[N:3]=1.FC(F)(F)C(O)=O.[CH3:29][S:30]([N:33]1[CH2:38][CH2:37][CH:36]([NH2:39])[CH2:35][CH2:34]1)(=[O:32])=[O:31]. (8) Given the product [CH2:7]([N:14]1[CH2:15][CH2:16][C:17]([C:20]2[CH:21]=[N:22][CH:23]=[CH:24][CH:25]=2)([N:26]([CH3:31])[CH3:27])[CH2:18][CH2:19]1)[C:8]1[CH:13]=[CH:12][CH:11]=[CH:10][CH:9]=1, predict the reactants needed to synthesize it. The reactants are: [H-].[H-].[H-].[H-].[Li+].[Al+3].[CH2:7]([N:14]1[CH2:19][CH2:18][C:17]([N:26]([CH3:31])[C:27](=O)OC)([C:20]2[CH:21]=[N:22][CH:23]=[CH:24][CH:25]=2)[CH2:16][CH2:15]1)[C:8]1[CH:13]=[CH:12][CH:11]=[CH:10][CH:9]=1. (9) The reactants are: F[C:2]1[CH:28]=[CH:27][C:5]2[N:6]=[C:7]([C:9]3[C:10]([NH2:26])=[N:11][CH:12]=[C:13]([C:15]4[CH:16]=[N:17][N:18]([CH:20]5[CH2:25][CH2:24][NH:23][CH2:22][CH2:21]5)[CH:19]=4)[CH:14]=3)[S:8][C:4]=2[CH:3]=1.I[C:30]1SC2C=CC=C(C)C=2N=1. Given the product [CH3:30][C:27]1[C:5]2[N:6]=[C:7]([C:9]3[C:10]([NH2:26])=[N:11][CH:12]=[C:13]([C:15]4[CH:16]=[N:17][N:18]([CH:20]5[CH2:25][CH2:24][NH:23][CH2:22][CH2:21]5)[CH:19]=4)[CH:14]=3)[S:8][C:4]=2[CH:3]=[CH:2][CH:28]=1, predict the reactants needed to synthesize it.